Dataset: Forward reaction prediction with 1.9M reactions from USPTO patents (1976-2016). Task: Predict the product of the given reaction. (1) The product is: [C:31]([O:35][C:36](=[O:41])[NH:37][CH2:38][C:39]#[C:40][C:24]1[CH:25]=[C:26]2[C:21](=[CH:22][CH:23]=1)[N:20]=[CH:19][N:18]=[C:17]2[NH:16][C:12]1[CH:11]=[C:10]2[C:15](=[CH:14][CH:13]=1)[N:7]([CH2:6][C:5]1[CH:28]=[CH:29][CH:30]=[C:3]([F:2])[CH:4]=1)[N:8]=[CH:9]2)([CH3:34])([CH3:33])[CH3:32]. Given the reactants Cl.[F:2][C:3]1[CH:4]=[C:5]([CH:28]=[CH:29][CH:30]=1)[CH2:6][N:7]1[C:15]2[C:10](=[CH:11][C:12]([NH:16][C:17]3[C:26]4[C:21](=[CH:22][CH:23]=[C:24](I)[CH:25]=4)[N:20]=[CH:19][N:18]=3)=[CH:13][CH:14]=2)[CH:9]=[N:8]1.[C:31]([O:35][C:36](=[O:41])[NH:37][CH2:38][C:39]#[CH:40])([CH3:34])([CH3:33])[CH3:32].N(C(C)C)C(C)C, predict the reaction product. (2) Given the reactants F[C:2]1[CH:9]=[CH:8][CH:7]=[C:6]([C:10]2[CH:15]=[CH:14][CH:13]=[CH:12][CH:11]=2)[C:3]=1[C:4]#[N:5].[CH:16]([NH2:19])([CH3:18])[CH3:17], predict the reaction product. The product is: [CH:16]([NH:19][C:2]1[CH:9]=[CH:8][CH:7]=[C:6]([C:10]2[CH:15]=[CH:14][CH:13]=[CH:12][CH:11]=2)[C:3]=1[C:4]#[N:5])([CH3:18])[CH3:17]. (3) Given the reactants [CH2:1]([N:8]1[C:13](=O)[CH:12]2[CH:10]([CH:11]2[C:15]([O:17][CH2:18][CH3:19])=[O:16])[C:9]1=O)[C:2]1[CH:7]=[CH:6][CH:5]=[CH:4][CH:3]=1, predict the reaction product. The product is: [CH2:1]([N:8]1[CH2:13][CH:12]2[CH:10]([CH:11]2[C:15]([O:17][CH2:18][CH3:19])=[O:16])[CH2:9]1)[C:2]1[CH:3]=[CH:4][CH:5]=[CH:6][CH:7]=1. (4) Given the reactants Cl[C:2]1[CH:3]=[CH:4][C:5]2[N:6]([CH:8]=[C:9]([C:11]3[O:12][CH:13]=[CH:14][CH:15]=3)[N:10]=2)[N:7]=1.[NH2:16][C:17]1[S:18][C:19]([C:25]2[C:30]([F:31])=[CH:29][C:28]([C:32]([OH:35])([CH3:34])[CH3:33])=[CH:27][C:26]=2[F:36])=[CH:20][C:21]=1[C:22]([NH2:24])=[O:23], predict the reaction product. The product is: [F:36][C:26]1[CH:27]=[C:28]([C:32]([OH:35])([CH3:34])[CH3:33])[CH:29]=[C:30]([F:31])[C:25]=1[C:19]1[S:18][C:17]([NH:16][C:2]2[CH:3]=[CH:4][C:5]3[N:6]([CH:8]=[C:9]([C:11]4[O:12][CH:13]=[CH:14][CH:15]=4)[N:10]=3)[N:7]=2)=[C:21]([C:22]([NH2:24])=[O:23])[CH:20]=1. (5) Given the reactants CCN(C(C)C)C(C)C.Cl.[NH2:11][CH2:12][C:13]([N:15]1[CH2:20][CH2:19][N:18]([C:21](=[O:32])[C:22]2[CH:27]=[CH:26][CH:25]=[CH:24][C:23]=2[C:28]([F:31])([F:30])[F:29])[CH2:17][CH2:16]1)=[O:14].C1C=CC2N(O)N=NC=2C=1.CCN=C=NCCCN(C)C.[F:54][C:55]1[CH:60]=[CH:59][CH:58]=[C:57]([F:61])[C:56]=1[C:62]1[CH:67]=[CH:66][C:65]([C:68](O)=[O:69])=[CH:64][CH:63]=1, predict the reaction product. The product is: [O:14]=[C:13]([N:15]1[CH2:16][CH2:17][N:18]([C:21](=[O:32])[C:22]2[CH:27]=[CH:26][CH:25]=[CH:24][C:23]=2[C:28]([F:31])([F:29])[F:30])[CH2:19][CH2:20]1)[CH2:12][NH:11][C:68]([C:65]1[CH:64]=[CH:63][C:62]([C:56]2[C:57]([F:61])=[CH:58][CH:59]=[CH:60][C:55]=2[F:54])=[CH:67][CH:66]=1)=[O:69]. (6) Given the reactants Cl.FC1C=C(C=CC=1)CN1C=C(C2C3C(=NC=C(C4C=CC(C5CCNCC5)=CC=4)C=3)N(S(C3C=CC(C)=CC=3)(=O)=O)C=2)C=N1.[F:46][C:47]1[CH:48]=[C:49]([CH:99]=[C:100]([F:102])[CH:101]=1)[CH2:50][N:51]1[CH:55]=[CH:54][C:53]([C:56]2[C:64]3[C:59](=[N:60][CH:61]=[C:62]([C:65]4[CH:70]=[CH:69][C:68]([N:71]5[CH2:76][CH2:75][N:74]([C:77]([O:79][C:80]([CH3:83])([CH3:82])[CH3:81])=[O:78])[CH2:73][CH2:72]5)=[C:67]([NH:84][S:85]([CH3:88])(=[O:87])=[O:86])[CH:66]=4)[CH:63]=3)[N:58](S(C3C=CC(C)=CC=3)(=O)=O)[CH:57]=2)=[N:52]1.[OH-].[Li+], predict the reaction product. The product is: [F:46][C:47]1[CH:48]=[C:49]([CH:99]=[C:100]([F:102])[CH:101]=1)[CH2:50][N:51]1[CH:55]=[CH:54][C:53]([C:56]2[C:64]3[C:59](=[N:60][CH:61]=[C:62]([C:65]4[CH:70]=[CH:69][C:68]([N:71]5[CH2:72][CH2:73][N:74]([C:77]([O:79][C:80]([CH3:83])([CH3:82])[CH3:81])=[O:78])[CH2:75][CH2:76]5)=[C:67]([NH:84][S:85]([CH3:88])(=[O:87])=[O:86])[CH:66]=4)[CH:63]=3)[NH:58][CH:57]=2)=[N:52]1. (7) Given the reactants [NH2:1][C:2]1[S:3][CH:4]=[CH:5][C:6]=1[C:7]([NH2:9])=[O:8].[C:10](Cl)(=[O:17])[C:11]1[CH:16]=[CH:15][CH:14]=[N:13][CH:12]=1, predict the reaction product. The product is: [C:7]([C:6]1[CH:5]=[CH:4][S:3][C:2]=1[NH:1][C:10](=[O:17])[C:11]1[CH:16]=[CH:15][CH:14]=[N:13][CH:12]=1)(=[O:8])[NH2:9]. (8) Given the reactants [CH3:1][C:2]1[S:6][C:5]([C:7]([O:9]C)=[O:8])=[CH:4][C:3]=1[C:11]1[N:15]([CH3:16])[N:14]=[CH:13][CH:12]=1.[Cl:17]N1C(=O)CCC1=O.[OH-].[Na+], predict the reaction product. The product is: [Cl:17][C:12]1[CH:13]=[N:14][N:15]([CH3:16])[C:11]=1[C:3]1[CH:4]=[C:5]([C:7]([OH:9])=[O:8])[S:6][C:2]=1[CH3:1].